From a dataset of Reaction yield outcomes from USPTO patents with 853,638 reactions. Predict the reaction yield, written as a fraction of the theoretical maximum amount of product (1.0 means a 100% yield; for example, 0.34 means a 34% yield). (1) The reactants are [Br:1][C:2]1[CH:3]=[CH:4][C:5](Cl)=[N:6][CH:7]=1.[OH:9][C@@H:10]1[CH2:14][CH2:13][O:12][CH2:11]1.C([O-])([O-])=O.[Cs+].[Cs+]. The catalyst is CN(C=O)C. The product is [Br:1][C:2]1[CH:3]=[CH:4][C:5]([O:9][C@@H:10]2[CH2:14][CH2:13][O:12][CH2:11]2)=[N:6][CH:7]=1. The yield is 0.470. (2) The reactants are [OH:1][C@H:2]1[CH2:7][CH2:6][CH2:5][C@@H:4]([NH:8][C:9]2[C:14]([C:15](O)=[O:16])=[CH:13][N:12]=[C:11]([S:18][CH3:19])[N:10]=2)[CH2:3]1.C[N:21](C(ON1N=NC2C=CC=NC1=2)=[N+](C)C)C.F[P-](F)(F)(F)(F)F.[Cl-].[NH4+].CCN(C(C)C)C(C)C. The catalyst is CN(C=O)C. The product is [OH:1][C@H:2]1[CH2:7][CH2:6][CH2:5][C@@H:4]([NH:8][C:9]2[C:14]([C:15]([NH2:21])=[O:16])=[CH:13][N:12]=[C:11]([S:18][CH3:19])[N:10]=2)[CH2:3]1. The yield is 0.930. (3) The reactants are Br[C:2]1[C:6]2[CH:7]=[CH:8][CH:9]=[CH:10][C:5]=2[S:4][C:3]=1[CH3:11].CCCCCC.C([Li])CCC.[CH:23]1([CH:29]=[O:30])[CH2:28][CH2:27][CH2:26][CH2:25][CH2:24]1.[Cl-].[NH4+]. The catalyst is O1CCCC1. The product is [CH:23]1([CH:29]([C:2]2[C:6]3[CH:7]=[CH:8][CH:9]=[CH:10][C:5]=3[S:4][C:3]=2[CH3:11])[OH:30])[CH2:28][CH2:27][CH2:26][CH2:25][CH2:24]1. The yield is 0.850. (4) The reactants are [CH2:1]([C:3]1[C:4]2[CH:20]=[CH:19][NH:18][C:5]=2[N:6]=[C:7]([C:9]2[CH:14]=[CH:13][C:12]([O:15][CH3:16])=[C:11]([F:17])[CH:10]=2)[N:8]=1)[CH3:2].[O-]P([O-])([O-])=O.[K+].[K+].[K+].[C:29]([O:33][C:34](=[O:36])[CH3:35])([CH3:32])([CH3:31])[CH3:30].CN[C@@H:39]1[CH2:44][CH2:43][CH2:42][CH2:41][C@H:40]1NC. The yield is 0.735. The catalyst is C1(C)C=CC=CC=1.[Cu]I. The product is [C:29]([O:33][C:34](=[O:36])[CH2:35][C:39]1[CH:44]=[CH:43][C:42]([N:18]2[C:5]3[N:6]=[C:7]([C:9]4[CH:14]=[CH:13][C:12]([O:15][CH3:16])=[C:11]([F:17])[CH:10]=4)[N:8]=[C:3]([CH2:1][CH3:2])[C:4]=3[CH2:20][CH2:19]2)=[CH:41][CH:40]=1)([CH3:32])([CH3:31])[CH3:30].